From a dataset of Forward reaction prediction with 1.9M reactions from USPTO patents (1976-2016). Predict the product of the given reaction. The product is: [CH3:1][C:2]1[CH:8]=[C:7]([O:9][CH3:10])[CH:6]=[CH:5][C:3]=1[NH:4][C:11](=[O:13])[CH3:12]. Given the reactants [CH3:1][C:2]1[CH:8]=[C:7]([O:9][CH3:10])[CH:6]=[CH:5][C:3]=1[NH2:4].[C:11](OC(=O)C)(=[O:13])[CH3:12], predict the reaction product.